Dataset: NCI-60 drug combinations with 297,098 pairs across 59 cell lines. Task: Regression. Given two drug SMILES strings and cell line genomic features, predict the synergy score measuring deviation from expected non-interaction effect. (1) Drug 1: C1=NC(=NC(=O)N1C2C(C(C(O2)CO)O)O)N. Drug 2: C1C(C(OC1N2C=NC3=C2NC=NCC3O)CO)O. Cell line: RPMI-8226. Synergy scores: CSS=75.7, Synergy_ZIP=-0.0545, Synergy_Bliss=0.616, Synergy_Loewe=-9.60, Synergy_HSA=1.90. (2) Synergy scores: CSS=-1.47, Synergy_ZIP=-4.62, Synergy_Bliss=-7.78, Synergy_Loewe=-86.7, Synergy_HSA=-21.8. Cell line: HCT116. Drug 1: COC1=NC(=NC2=C1N=CN2C3C(C(C(O3)CO)O)O)N. Drug 2: CC1=C2C(C(=O)C3(C(CC4C(C3C(C(C2(C)C)(CC1OC(=O)C(C(C5=CC=CC=C5)NC(=O)C6=CC=CC=C6)O)O)OC(=O)C7=CC=CC=C7)(CO4)OC(=O)C)O)C)OC(=O)C.